From a dataset of NCI-60 drug combinations with 297,098 pairs across 59 cell lines. Regression. Given two drug SMILES strings and cell line genomic features, predict the synergy score measuring deviation from expected non-interaction effect. Cell line: CAKI-1. Drug 1: CC12CCC3C(C1CCC2O)C(CC4=C3C=CC(=C4)O)CCCCCCCCCS(=O)CCCC(C(F)(F)F)(F)F. Drug 2: CN(CC1=CN=C2C(=N1)C(=NC(=N2)N)N)C3=CC=C(C=C3)C(=O)NC(CCC(=O)O)C(=O)O. Synergy scores: CSS=42.8, Synergy_ZIP=3.97, Synergy_Bliss=-2.95, Synergy_Loewe=-31.3, Synergy_HSA=-1.75.